Task: Predict the reactants needed to synthesize the given product.. Dataset: Full USPTO retrosynthesis dataset with 1.9M reactions from patents (1976-2016) Given the product [Br:1][C:2]1[CH:9]=[CH:8][CH:7]=[CH:6][C:3]=1/[CH:4]=[CH:10]/[C:11](=[O:12])[CH3:13], predict the reactants needed to synthesize it. The reactants are: [Br:1][C:2]1[CH:9]=[CH:8][CH:7]=[CH:6][C:3]=1[CH:4]=O.[CH3:10][C:11]([CH3:13])=[O:12].Cl.